Dataset: NCI-60 drug combinations with 297,098 pairs across 59 cell lines. Task: Regression. Given two drug SMILES strings and cell line genomic features, predict the synergy score measuring deviation from expected non-interaction effect. (1) Drug 1: CNC(=O)C1=CC=CC=C1SC2=CC3=C(C=C2)C(=NN3)C=CC4=CC=CC=N4. Drug 2: CS(=O)(=O)OCCCCOS(=O)(=O)C. Cell line: NCI-H322M. Synergy scores: CSS=-4.99, Synergy_ZIP=2.31, Synergy_Bliss=-1.01, Synergy_Loewe=-7.44, Synergy_HSA=-5.67. (2) Drug 2: C1=CN(C(=O)N=C1N)C2C(C(C(O2)CO)O)O.Cl. Drug 1: COC1=C(C=C2C(=C1)N=CN=C2NC3=CC(=C(C=C3)F)Cl)OCCCN4CCOCC4. Cell line: UACC-257. Synergy scores: CSS=15.5, Synergy_ZIP=-4.96, Synergy_Bliss=0.221, Synergy_Loewe=-0.911, Synergy_HSA=0.125. (3) Drug 1: C1=CC(=C2C(=C1NCCNCCO)C(=O)C3=C(C=CC(=C3C2=O)O)O)NCCNCCO. Drug 2: C1=C(C(=O)NC(=O)N1)N(CCCl)CCCl. Cell line: NCI/ADR-RES. Synergy scores: CSS=17.2, Synergy_ZIP=-7.98, Synergy_Bliss=1.23, Synergy_Loewe=0.0185, Synergy_HSA=2.49. (4) Drug 1: C1=CC(=CC=C1C#N)C(C2=CC=C(C=C2)C#N)N3C=NC=N3. Drug 2: C1=NC(=NC(=O)N1C2C(C(C(O2)CO)O)O)N. Cell line: MALME-3M. Synergy scores: CSS=-0.705, Synergy_ZIP=0.909, Synergy_Bliss=3.20, Synergy_Loewe=-5.43, Synergy_HSA=-5.10.